From a dataset of Full USPTO retrosynthesis dataset with 1.9M reactions from patents (1976-2016). Predict the reactants needed to synthesize the given product. Given the product [Cl:1][C:2]1[CH:3]=[C:4]2[C:8](=[CH:9][CH:10]=1)[N:7]([CH2:11][CH2:12][CH2:13][S:14]([CH3:17])(=[NH:16])=[O:15])[C:6]([CH2:18][Cl:22])=[CH:5]2, predict the reactants needed to synthesize it. The reactants are: [Cl:1][C:2]1[CH:3]=[C:4]2[C:8](=[CH:9][CH:10]=1)[N:7]([CH2:11][CH2:12][CH2:13][S:14]([CH3:17])(=[NH:16])=[O:15])[C:6]([CH2:18]O)=[CH:5]2.S(Cl)([Cl:22])=O.